This data is from Full USPTO retrosynthesis dataset with 1.9M reactions from patents (1976-2016). The task is: Predict the reactants needed to synthesize the given product. (1) Given the product [CH2:11]1[C:10]2([C:16]3[NH:3][CH2:2][CH2:1][N:4]=3)[CH2:15][C:14]3[CH:15]=[CH:10][CH:11]=[CH:12][C:13]=3[CH:12]12, predict the reactants needed to synthesize it. The reactants are: [CH2:1]([NH2:4])[CH2:2][NH2:3].C[Al](C)C.O.[C:10]1([CH3:16])[CH:15]=[CH:14][CH:13]=[CH:12][CH:11]=1. (2) Given the product [CH3:1][N:2]1[C:6]2[CH:7]=[CH:8][CH:9]=[CH:10][C:5]=2[N:4]=[C:3]1[CH2:11][CH2:12][C:13]1[CH:14]=[CH:15][C:16]([C:19]2[C:23]([C:24]3[CH:25]=[CH:26][N:27]=[CH:28][CH:29]=3)=[CH:22][N:21]([CH3:30])[N:20]=2)=[CH:17][CH:18]=1, predict the reactants needed to synthesize it. The reactants are: [CH3:1][N:2]1[C:6]2[CH:7]=[CH:8][CH:9]=[CH:10][C:5]=2[N:4]=[C:3]1[CH:11]=[CH:12][C:13]1[CH:18]=[CH:17][C:16]([C:19]2[C:23]([C:24]3[CH:29]=[CH:28][N:27]=[CH:26][CH:25]=3)=[CH:22][N:21]([CH3:30])[N:20]=2)=[CH:15][CH:14]=1.C(OCC)(=O)C. (3) Given the product [Br:1][C:2]1[CH:3]=[C:4]([CH2:28][CH:29]([OH:34])[C:30]([O:32][CH3:33])=[O:31])[CH:5]=[C:6]([Br:27])[C:7]=1[O:8][C:9]1[CH:14]=[C:13]([CH2:15][CH2:16][C:17]2[CH:22]=[CH:21][CH:20]=[CH:19][CH:18]=2)[C:12]([OH:23])=[C:11]([CH:24]([CH3:26])[CH3:25])[CH:10]=1, predict the reactants needed to synthesize it. The reactants are: [Br:1][C:2]1[CH:3]=[C:4]([CH2:28][CH:29]([OH:34])[C:30]([O:32][CH3:33])=[O:31])[CH:5]=[C:6]([Br:27])[C:7]=1[O:8][C:9]1[CH:14]=[C:13](/[CH:15]=[CH:16]/[C:17]2[CH:22]=[CH:21][CH:20]=[CH:19][CH:18]=2)[C:12]([OH:23])=[C:11]([CH:24]([CH3:26])[CH3:25])[CH:10]=1. (4) Given the product [C:1]([CH:5]1[CH2:6][CH2:7][CH:8]([N:11]([CH2:22][C:23]2[CH:24]=[CH:25][C:26]([C:27]([NH:38][CH2:37][C:36]3[NH:35][N:34]=[N:33][N:32]=3)=[O:28])=[CH:30][CH:31]=2)[C:12]2[N:16]([CH3:17])[C:15]3[CH:18]=[CH:19][CH:20]=[CH:21][C:14]=3[N:13]=2)[CH2:9][CH2:10]1)([CH3:4])([CH3:2])[CH3:3], predict the reactants needed to synthesize it. The reactants are: [C:1]([CH:5]1[CH2:10][CH2:9][CH:8]([N:11]([CH2:22][C:23]2[CH:31]=[CH:30][C:26]([C:27](O)=[O:28])=[CH:25][CH:24]=2)[C:12]2[N:16]([CH3:17])[C:15]3[CH:18]=[CH:19][CH:20]=[CH:21][C:14]=3[N:13]=2)[CH2:7][CH2:6]1)([CH3:4])([CH3:3])[CH3:2].[NH:32]1[C:36]([CH2:37][NH2:38])=[N:35][N:34]=[N:33]1.C1C=CC2N(O)N=NC=2C=1.C(Cl)CCl.CCN(C(C)C)C(C)C. (5) Given the product [Br:1][C:2]1([Br:9])[CH2:4][C:3]1([Br:8])[CH2:5][CH2:6][O:7][S:22]([C:16]1[CH:21]=[CH:20][CH:19]=[CH:18][CH:17]=1)(=[O:24])=[O:23], predict the reactants needed to synthesize it. The reactants are: [Br:1][C:2]1([Br:9])[CH2:4][C:3]1([Br:8])[CH2:5][CH2:6][OH:7].N1C=CC=CC=1.[C:16]1([S:22](Cl)(=[O:24])=[O:23])[CH:21]=[CH:20][CH:19]=[CH:18][CH:17]=1.O.